This data is from Catalyst prediction with 721,799 reactions and 888 catalyst types from USPTO. The task is: Predict which catalyst facilitates the given reaction. (1) Product: [C:1]([O:5][C:6](=[O:43])[NH:7][C@H:8]([CH2:24][OH:25])[CH2:9][CH2:10][N:11]1[CH2:14][CH:13]([S:15]([C:17]2[CH:18]=[CH:19][C:20]([Cl:23])=[CH:21][CH:22]=2)=[O:16])[CH2:12]1)([CH3:2])([CH3:4])[CH3:3]. The catalyst class is: 1. Reactant: [C:1]([O:5][C:6](=[O:43])[NH:7][C@H:8]([C:24](C1C=CC=CC=1)(C1C=CC=CC=1)[O:25][SiH2]C(C)(C)C)[CH2:9][CH2:10][N:11]1[CH2:14][CH:13]([S:15]([C:17]2[CH:22]=[CH:21][C:20]([Cl:23])=[CH:19][CH:18]=2)=[O:16])[CH2:12]1)([CH3:4])([CH3:3])[CH3:2].[F-].C([N+](CCCC)(CCCC)CCCC)CCC. (2) Product: [NH2:1][C:2]1[C:10]([F:11])=[CH:9][C:8]([Br:12])=[CH:7][C:3]=1[C:4]([NH:21][CH2:22][CH3:23])=[O:6]. Reactant: [NH2:1][C:2]1[C:10]([F:11])=[CH:9][C:8]([Br:12])=[CH:7][C:3]=1[C:4]([OH:6])=O.CN(C(O[N:21]1N=N[C:23]2C=CC=N[C:22]1=2)=[N+](C)C)C.F[P-](F)(F)(F)(F)F.CCN(C(C)C)C(C)C.C(N)C. The catalyst class is: 3. (3) Reactant: [F:1][C:2]1[CH:11]=[CH:10][C:9]2[O:8][CH2:7][C:6]3[CH:12]=[C:13]([C:15](Cl)=[O:16])[S:14][C:5]=3[C:4]=2[CH:3]=1.[Br:18][C:19]1[CH:26]=[CH:25][CH:24]=[CH:23][C:20]=1[NH:21][CH3:22].N1C=CC=CC=1. Product: [Br:18][C:19]1[CH:26]=[CH:25][CH:24]=[CH:23][C:20]=1[N:21]([CH3:22])[C:15]([C:13]1[S:14][C:5]2[C:4]3[CH:3]=[C:2]([F:1])[CH:11]=[CH:10][C:9]=3[O:8][CH2:7][C:6]=2[CH:12]=1)=[O:16]. The catalyst class is: 79. (4) Reactant: [CH3:1][O:2][C:3]1[CH:12]=[C:11]2[C:6]([C:7]([O:13][C:14]3[C:15]([CH3:24])=[N:16][C:17]4[C:22]([CH:23]=3)=[CH:21][CH:20]=[CH:19][CH:18]=4)=[CH:8][CH:9]=[N:10]2)=[CH:5][C:4]=1[OH:25].Br[CH2:27][CH2:28][Cl:29].C(=O)([O-])[O-].[K+].[K+].O. Product: [Cl:29][CH2:28][CH2:27][O:25][C:4]1[CH:5]=[C:6]2[C:11](=[CH:12][C:3]=1[O:2][CH3:1])[N:10]=[CH:9][CH:8]=[C:7]2[O:13][C:14]1[C:15]([CH3:24])=[N:16][C:17]2[C:22]([CH:23]=1)=[CH:21][CH:20]=[CH:19][CH:18]=2. The catalyst class is: 9. (5) Reactant: [F:1][C:2]1[CH:10]=[C:9]2[C:5]([C:6]([C:12]3[N:17]=[C:16]4[C:18]([C:21]([OH:23])=O)=[CH:19][NH:20][C:15]4=[N:14][CH:13]=3)=[N:7][N:8]2[CH3:11])=[CH:4][CH:3]=1.Cl.[NH2:25][C:26]1([C:29]#[N:30])[CH2:28][CH2:27]1.CCN=C=NCCCN(C)C.O. Product: [C:29]([C:26]1([NH:25][C:21]([C:18]2[C:16]3=[N:17][C:12]([C:6]4[C:5]5[C:9](=[CH:10][C:2]([F:1])=[CH:3][CH:4]=5)[N:8]([CH3:11])[N:7]=4)=[CH:13][N:14]=[C:15]3[NH:20][CH:19]=2)=[O:23])[CH2:28][CH2:27]1)#[N:30]. The catalyst class is: 241. (6) Reactant: [F:1][C:2]([F:13])([F:12])[C:3]1[CH:4]=[C:5]([N:9]=[C:10]=[O:11])[CH:6]=[CH:7][CH:8]=1.[NH2:14][C:15]1[N:20]=[C:19]([O:21][C:22]2[CH:23]=[C:24]3[C:28](=[CH:29][CH:30]=2)[NH:27][CH2:26][CH2:25]3)[CH:18]=[C:17]([Cl:31])[N:16]=1. Product: [F:1][C:2]([F:12])([F:13])[C:3]1[CH:4]=[C:5]([NH:9][C:10]([N:27]2[C:28]3[C:24](=[CH:23][C:22]([O:21][C:19]4[CH:18]=[C:17]([Cl:31])[N:16]=[C:15]([NH2:14])[N:20]=4)=[CH:30][CH:29]=3)[CH2:25][CH2:26]2)=[O:11])[CH:6]=[CH:7][CH:8]=1. The catalyst class is: 387.